Task: Regression. Given a peptide amino acid sequence and an MHC pseudo amino acid sequence, predict their binding affinity value. This is MHC class II binding data.. Dataset: Peptide-MHC class II binding affinity with 134,281 pairs from IEDB (1) The peptide sequence is FTTTLFLHLVGFPTH. The MHC is DRB1_1302 with pseudo-sequence DRB1_1302. The binding affinity (normalized) is 0.165. (2) The peptide sequence is IFSKASDSLQLVFGIE. The MHC is DRB1_1302 with pseudo-sequence DRB1_1302. The binding affinity (normalized) is 0.233. (3) The peptide sequence is EFSNFKVAFSRSLND. The MHC is DRB1_0405 with pseudo-sequence DRB1_0405. The binding affinity (normalized) is 0.602. (4) The peptide sequence is AAFKIAATAANSAPA. The MHC is HLA-DPA10103-DPB10401 with pseudo-sequence HLA-DPA10103-DPB10401. The binding affinity (normalized) is 0.246.